This data is from Catalyst prediction with 721,799 reactions and 888 catalyst types from USPTO. The task is: Predict which catalyst facilitates the given reaction. (1) Reactant: [CH3:1][C:2]1[CH:3]=[C:4]([CH:9]=[CH:10][C:11]=1[NH:12][C:13](=[O:18])[CH2:14][CH2:15][CH:16]=[CH2:17])[C:5]([O:7][CH3:8])=[O:6].[K].[CH3:20][C:21](C)([O-])[CH3:22].C(Br)C=C.O. Product: [CH2:22]([N:12]([C:13](=[O:18])[CH2:14][CH2:15][CH:16]=[CH2:17])[C:11]1[CH:10]=[CH:9][C:4]([C:5]([O:7][CH3:8])=[O:6])=[CH:3][C:2]=1[CH3:1])[CH:21]=[CH2:20]. The catalyst class is: 3. (2) Reactant: C[O:2][C:3]([CH:5]1[O:9][C:8]2[CH:10]=[C:11]([F:15])[CH:12]=[C:13]([Br:14])[C:7]=2[O:6]1)=O.[BH4-].[Na+]. Product: [Br:14][C:13]1[C:7]2[O:6][CH:5]([CH2:3][OH:2])[O:9][C:8]=2[CH:10]=[C:11]([F:15])[CH:12]=1. The catalyst class is: 1.